Dataset: NCI-60 drug combinations with 297,098 pairs across 59 cell lines. Task: Regression. Given two drug SMILES strings and cell line genomic features, predict the synergy score measuring deviation from expected non-interaction effect. Synergy scores: CSS=23.3, Synergy_ZIP=-16.2, Synergy_Bliss=-22.7, Synergy_Loewe=-21.0, Synergy_HSA=-18.2. Cell line: HCC-2998. Drug 2: CC12CCC3C(C1CCC2O)C(CC4=C3C=CC(=C4)O)CCCCCCCCCS(=O)CCCC(C(F)(F)F)(F)F. Drug 1: CC1C(C(CC(O1)OC2CC(CC3=C2C(=C4C(=C3O)C(=O)C5=C(C4=O)C(=CC=C5)OC)O)(C(=O)CO)O)N)O.Cl.